From a dataset of Reaction yield outcomes from USPTO patents with 853,638 reactions. Predict the reaction yield, written as a fraction of the theoretical maximum amount of product (1.0 means a 100% yield; for example, 0.34 means a 34% yield). (1) The reactants are [CH2:1]([O:8][C:9]1[C:14](=[O:15])[N:13]2[CH2:16][CH2:17][N:18]([CH3:19])[C:12]2=[N:11][C:10]=1[C:20](O)=[O:21])[C:2]1[CH:7]=[CH:6][CH:5]=[CH:4][CH:3]=1.FC(F)(F)C(O)=O.[NH2:30][CH2:31][C:32]1[CH:41]=[CH:40][C:39]([F:42])=[CH:38][C:33]=1[C:34]([NH:36][CH3:37])=[O:35]. No catalyst specified. The product is [F:42][C:39]1[CH:40]=[CH:41][C:32]([CH2:31][NH:30][C:20]([C:10]2[N:11]=[C:12]3[N:18]([CH3:19])[CH2:17][CH2:16][N:13]3[C:14](=[O:15])[C:9]=2[O:8][CH2:1][C:2]2[CH:7]=[CH:6][CH:5]=[CH:4][CH:3]=2)=[O:21])=[C:33]([C:34](=[O:35])[NH:36][CH3:37])[CH:38]=1. The yield is 0.540. (2) The reactants are [NH2:1][C:2]1[C:3]([F:25])=[C:4]([N:9]([CH2:16][C:17]2[CH:22]=[CH:21][C:20]([O:23][CH3:24])=[CH:19][CH:18]=2)[S:10]([CH2:13][CH2:14][CH3:15])(=[O:12])=[O:11])[CH:5]=[CH:6][C:7]=1[F:8].C[Al](C)C.[Cl:30][C:31]1[C:32]2[NH:39][CH:38]=[C:37]([C:40](OCC)=[O:41])[C:33]=2[N:34]=[CH:35][N:36]=1.O1CCOCC1. The catalyst is C1(C)C=CC=CC=1. The product is [CH3:24][O:23][C:20]1[CH:19]=[CH:18][C:17]([CH2:16][N:9]([C:4]2[C:3]([F:25])=[C:2]([NH:1][C:40]([C:37]3[C:33]4[N:34]=[CH:35][N:36]=[C:31]([Cl:30])[C:32]=4[NH:39][CH:38]=3)=[O:41])[C:7]([F:8])=[CH:6][CH:5]=2)[S:10]([CH2:13][CH2:14][CH3:15])(=[O:12])=[O:11])=[CH:22][CH:21]=1. The yield is 0.600. (3) The reactants are [CH2:1]([O:8][C:9]([NH:11][C:12]([CH2:23][C:24]#[N:25])([C:18]([O:20][CH2:21][CH3:22])=[O:19])[C:13](OCC)=[O:14])=[O:10])[C:2]1[CH:7]=[CH:6][CH:5]=[CH:4][CH:3]=1.C(N)(=[O:28])C. The catalyst is O1CCCC1.O.[Pd](Cl)Cl. The product is [CH2:1]([O:8][C:9]([NH:11][C:12]1([C:18]([O:20][CH2:21][CH3:22])=[O:19])[CH2:23][C:24](=[O:28])[NH:25][C:13]1=[O:14])=[O:10])[C:2]1[CH:7]=[CH:6][CH:5]=[CH:4][CH:3]=1. The yield is 0.970. (4) The reactants are [CH:1]1([CH:7]([C:9]2[S:10][C:11]([C:15]3[CH:20]=[CH:19][C:18]([C:21]([F:24])([F:23])[F:22])=[CH:17][CH:16]=3)=[CH:12][C:13]=2[CH3:14])O)[CH2:6][CH2:5][CH2:4][CH2:3][CH2:2]1.S(Cl)([Cl:27])=O. The catalyst is C1(C)C=CC=CC=1. The product is [Cl:27][CH:7]([CH:1]1[CH2:6][CH2:5][CH2:4][CH2:3][CH2:2]1)[C:9]1[S:10][C:11]([C:15]2[CH:20]=[CH:19][C:18]([C:21]([F:24])([F:23])[F:22])=[CH:17][CH:16]=2)=[CH:12][C:13]=1[CH3:14]. The yield is 1.00. (5) The reactants are [CH2:1]([O:10][C:11]1[CH:12]=[C:13]([CH:16]=[CH:17][N:18]=1)[C:14]#[N:15])[CH2:2][CH2:3][CH2:4][CH2:5][CH2:6][CH2:7][CH2:8][CH3:9].C[O-:20].[Na+].[OH-].[Li+]. The catalyst is CO.O. The product is [CH2:1]([O:10][C:11]1[CH:12]=[C:13]([CH:16]=[CH:17][N:18]=1)[C:14]([NH2:15])=[O:20])[CH2:2][CH2:3][CH2:4][CH2:5][CH2:6][CH2:7][CH2:8][CH3:9]. The yield is 0.230.